This data is from Full USPTO retrosynthesis dataset with 1.9M reactions from patents (1976-2016). The task is: Predict the reactants needed to synthesize the given product. Given the product [C:1]([O:5][C:6]([N:8]1[CH2:17][CH2:16][C:15]2[C:10](=[CH:11][CH:12]=[C:13]([O:18][C:33]3[CH:40]=[CH:39][C:36]([C:37]#[N:38])=[CH:35][CH:34]=3)[CH:14]=2)[CH2:9]1)=[O:7])([CH3:4])([CH3:2])[CH3:3], predict the reactants needed to synthesize it. The reactants are: [C:1]([O:5][C:6]([N:8]1[CH2:17][CH2:16][C:15]2[C:10](=[CH:11][CH:12]=[C:13]([OH:18])[CH:14]=2)[CH2:9]1)=[O:7])([CH3:4])([CH3:3])[CH3:2].C1(C)C=CC=CC=1.C([O-])([O-])=O.[K+].[K+].F[C:33]1[CH:40]=[CH:39][C:36]([C:37]#[N:38])=[CH:35][CH:34]=1.